Predict the product of the given reaction. From a dataset of Forward reaction prediction with 1.9M reactions from USPTO patents (1976-2016). Given the reactants [CH3:1][C:2]1[CH:6]=[C:5]([CH3:7])[N:4]([C:8]2[CH:9]=[C:10]([CH:25]=[CH:26][CH:27]=2)[O:11][C:12]2[CH:24]=[CH:23][C:22]3[C:21]4[C:16](=[CH:17][CH:18]=[CH:19][CH:20]=4)[NH:15][C:14]=3[CH:13]=2)[N:3]=1.Br[C:29]1[CH:34]=[C:33]([C:35]([CH3:38])([CH3:37])[CH3:36])[CH:32]=[CH:31][N:30]=1, predict the reaction product. The product is: [CH3:1][C:2]1[CH:6]=[C:5]([CH3:7])[N:4]([C:8]2[CH:9]=[C:10]([CH:25]=[CH:26][CH:27]=2)[O:11][C:12]2[CH:24]=[CH:23][C:22]3[C:21]4[C:16](=[CH:17][CH:18]=[CH:19][CH:20]=4)[N:15]([C:29]4[CH:34]=[C:33]([C:35]([CH3:38])([CH3:37])[CH3:36])[CH:32]=[CH:31][N:30]=4)[C:14]=3[CH:13]=2)[N:3]=1.